Dataset: Reaction yield outcomes from USPTO patents with 853,638 reactions. Task: Predict the reaction yield, written as a fraction of the theoretical maximum amount of product (1.0 means a 100% yield; for example, 0.34 means a 34% yield). (1) The reactants are CN([P+](ON1N=NC2C=CC=CC1=2)(N(C)C)N(C)C)C.F[P-](F)(F)(F)(F)F.[NH2:28][CH:29]1[CH2:36][CH:35]2[CH2:37][C:31]([C:48]3[CH:53]=[CH:52][CH:51]=[C:50]([OH:54])[CH:49]=3)([CH:32]([CH3:47])[CH2:33][N:34]2[CH2:38][CH2:39][CH2:40][C:41]2[CH:46]=[CH:45][CH:44]=[CH:43][CH:42]=2)[CH2:30]1.Cl.[CH3:56][N:57]([CH3:64])[CH2:58][CH2:59][CH2:60][C:61](O)=[O:62].C(N(CC)CC)C. The catalyst is C1COCC1.CCOCC. The product is [CH3:56][N:57]([CH3:64])[CH2:58][CH2:59][CH2:60][C:61]([NH:28][C@H:29]1[CH2:36][C@H:35]2[CH2:37][C@:31]([C:48]3[CH:53]=[CH:52][CH:51]=[C:50]([OH:54])[CH:49]=3)([C@H:32]([CH3:47])[CH2:33][N:34]2[CH2:38][CH2:39][CH2:40][C:41]2[CH:42]=[CH:43][CH:44]=[CH:45][CH:46]=2)[CH2:30]1)=[O:62]. The yield is 0.890. (2) The reactants are [CH2:1]([O:3][C:4]([C:6]1[C:15](=[O:16])[C:14]2[C:13](=[O:17])[CH2:12][CH2:11][CH2:10][C:9]=2[NH:8][CH:7]=1)=[O:5])[CH3:2].II. The catalyst is C(O)C. The product is [CH2:1]([O:3][C:4]([C:6]1[C:15](=[O:16])[C:14]2[C:9](=[CH:10][CH:11]=[CH:12][C:13]=2[OH:17])[NH:8][CH:7]=1)=[O:5])[CH3:2]. The yield is 0.430.